Dataset: Catalyst prediction with 721,799 reactions and 888 catalyst types from USPTO. Task: Predict which catalyst facilitates the given reaction. (1) Reactant: O.O.[Sn](Cl)Cl.[N+:6]([C:9]1[CH:14]=[CH:13][C:12]([C:15]2[NH:19][C:18](=[O:20])[O:17][N:16]=2)=[CH:11][CH:10]=1)([O-])=O.C(=O)(O)[O-].[Na+]. Product: [NH2:6][C:9]1[CH:10]=[CH:11][C:12]([C:15]2[NH:19][C:18](=[O:20])[O:17][N:16]=2)=[CH:13][CH:14]=1. The catalyst class is: 8. (2) Reactant: Br[C:2]1[N:7]2[CH:8]=[C:9]([C:11]([O:13][CH2:14][CH3:15])=[O:12])[N:10]=[C:6]2[CH:5]=[CH:4][CH:3]=1.C([O-])(O)=O.[Na+].CO.[C:23]1(B(O)O)[CH:28]=[CH:27][CH:26]=[CH:25][CH:24]=1. Product: [C:23]1([C:2]2[N:7]3[CH:8]=[C:9]([C:11]([O:13][CH2:14][CH3:15])=[O:12])[N:10]=[C:6]3[CH:5]=[CH:4][CH:3]=2)[CH:28]=[CH:27][CH:26]=[CH:25][CH:24]=1. The catalyst class is: 398. (3) Reactant: [C:1]([C:3]1[CH:8]=[C:7]([O:9][CH3:10])[C:6]([O:11][CH2:12][C:13]2[CH:18]=[CH:17][CH:16]=[C:15]([S:19]([CH2:27][CH3:28])(=[N:21][C:22]([O:24][CH2:25][CH3:26])=[O:23])=[O:20])[CH:14]=2)=[CH:5][C:4]=1[N:29]=[CH:30][N:31](C)C)#[N:2].[CH:34]1(N)[CH2:37][CH2:36][CH2:35]1.ClCCl.CO. Product: [CH:34]1([NH:2][C:1]2[C:3]3[C:4](=[CH:5][C:6]([O:11][CH2:12][C:13]4[CH:14]=[C:15]([S:19]([CH2:27][CH3:28])(=[N:21][C:22]([O:24][CH2:25][CH3:26])=[O:23])=[O:20])[CH:16]=[CH:17][CH:18]=4)=[C:7]([O:9][CH3:10])[CH:8]=3)[N:29]=[CH:30][N:31]=2)[CH2:37][CH2:36][CH2:35]1. The catalyst class is: 5. (4) Reactant: [CH3:1][O:2][C:3]1[CH:4]=[C:5]([CH:11]=[C:12]([O:15][CH3:16])[C:13]=1[OH:14])[CH:6]=[CH:7][C:8]([OH:10])=[O:9].N1C=CN=C1.[Si:22](Cl)([C:25]([CH3:28])([CH3:27])[CH3:26])([CH3:24])[CH3:23]. Product: [CH3:16][O:15][C:12]1[CH:11]=[C:5]([CH:4]=[C:3]([O:2][CH3:1])[C:13]=1[O:14][Si:22]([C:25]([CH3:28])([CH3:27])[CH3:26])([CH3:24])[CH3:23])/[CH:6]=[CH:7]/[C:8]([OH:10])=[O:9]. The catalyst class is: 9.